Dataset: Rat liver microsome stability data. Task: Regression/Classification. Given a drug SMILES string, predict its absorption, distribution, metabolism, or excretion properties. Task type varies by dataset: regression for continuous measurements (e.g., permeability, clearance, half-life) or binary classification for categorical outcomes (e.g., BBB penetration, CYP inhibition). Dataset: rlm. (1) The result is 0 (unstable in rat liver microsomes). The drug is CC1(c2ccccc2)CCN(c2cccc(-c3ccc(F)cc3F)c2)C(=O)O1. (2) The drug is [2H]C([2H])([2H])NC(=O)c1nnc(NC(=O)C2CC2)cc1Nc1cccc(-c2ncn(C)n2)c1OC. The result is 0 (unstable in rat liver microsomes). (3) The molecule is N#CC(=Cc1cc(O)c(O)c([N+](=O)[O-])c1)C(=O)N1CCC1. The result is 1 (stable in rat liver microsomes). (4) The compound is CN1C(=O)c2ccccc2[S@+]([O-])c2ccc(C(=O)NCc3cccnc3)cc21. The result is 0 (unstable in rat liver microsomes).